This data is from Forward reaction prediction with 1.9M reactions from USPTO patents (1976-2016). The task is: Predict the product of the given reaction. (1) The product is: [O:16]1[CH2:17][CH2:18][N:13]([C:4]2[C:5]3[S:10][C:9]([CH2:11][N:19]4[CH2:24][CH2:23][CH:22]([CH2:25][CH2:26][OH:27])[CH2:21][CH2:20]4)=[CH:8][C:6]=3[N:7]=[C:2]([C:30]3[CH:29]=[N:28][CH:33]=[CH:32][CH:31]=3)[N:3]=2)[CH2:14][CH2:15]1. Given the reactants Cl[C:2]1[N:3]=[C:4]([N:13]2[CH2:18][CH2:17][O:16][CH2:15][CH2:14]2)[C:5]2[S:10][C:9]([CH:11]=O)=[CH:8][C:6]=2[N:7]=1.[NH:19]1[CH2:24][CH2:23][CH:22]([CH2:25][CH2:26][OH:27])[CH2:21][CH2:20]1.[N:28]1[CH:33]=[CH:32][CH:31]=[C:30](B(O)O)[CH:29]=1, predict the reaction product. (2) Given the reactants [CH3:1][C:2]1([CH3:13])[CH2:11][C:10]2[C:9]([OH:12])=[CH:8][CH:7]=[CH:6][C:5]=2[CH2:4][O:3]1.CN(C=O)C.Cl[C:20]1[CH:25]=[CH:24][C:23]([N+:26]([O-:28])=[O:27])=[CH:22][N:21]=1, predict the reaction product. The product is: [CH3:1][C:2]1([CH3:13])[CH2:11][C:10]2[C:5](=[CH:6][CH:7]=[CH:8][C:9]=2[O:12][C:20]2[CH:25]=[CH:24][C:23]([N+:26]([O-:28])=[O:27])=[CH:22][N:21]=2)[CH2:4][O:3]1. (3) Given the reactants [CH3:1][CH:2]1[CH2:7][CH2:6][N:5]([C:8]2[C:13]([CH2:14][NH2:15])=[CH:12][CH:11]=[C:10]([C:16]([F:19])([F:18])[F:17])[N:9]=2)[CH2:4][CH2:3]1.C(N(CC)CC)C.C1([O:33][C:34](=O)[NH:35][C:36]2[CH:37]=[N:38][C:39]([NH:42][CH2:43][CH2:44][O:45]C)=[CH:40][CH:41]=2)C=CC=CC=1, predict the reaction product. The product is: [OH:45][CH2:44][CH2:43][NH:42][C:39]1[N:38]=[CH:37][C:36]([NH:35][C:34]([NH:15][CH2:14][C:13]2[C:8]([N:5]3[CH2:4][CH2:3][CH:2]([CH3:1])[CH2:7][CH2:6]3)=[N:9][C:10]([C:16]([F:19])([F:17])[F:18])=[CH:11][CH:12]=2)=[O:33])=[CH:41][CH:40]=1. (4) Given the reactants [Si:1]([O:8][C@H:9]1[C:14]([CH3:16])([CH3:15])[CH2:13][CH2:12][C:11](=[O:17])[CH2:10]1)([C:4]([CH3:7])([CH3:6])[CH3:5])([CH3:3])[CH3:2].C[Si](C)(C)[N-][Si](C)(C)C.[Li+].ClC1C=CC(N([S:36]([C:39]([F:42])([F:41])[F:40])(=[O:38])=[O:37])[S:36]([C:39]([F:42])([F:41])[F:40])(=[O:38])=[O:37])=NC=1, predict the reaction product. The product is: [F:40][C:39]([F:42])([F:41])[S:36]([O:17][C:11]1[CH2:12][CH2:13][C:14]([CH3:16])([CH3:15])[C@H:9]([O:8][Si:1]([C:4]([CH3:7])([CH3:6])[CH3:5])([CH3:3])[CH3:2])[CH:10]=1)(=[O:38])=[O:37]. (5) Given the reactants N12CCCN=C1CCCCC2.CO[C:14](=[O:32])[C:15]1[CH:20]=[CH:19][CH:18]=[C:17]([CH2:21][NH:22][C:23]([O:25][CH2:26][CH3:27])=[O:24])[C:16]=1[C:28]([O:30]C)=O.Cl.[NH2:34][CH:35]1[CH2:41][CH2:40][C:39](=[O:42])[NH:38][C:36]1=[O:37].O, predict the reaction product. The product is: [CH2:26]([O:25][C:23](=[O:24])[NH:22][CH2:21][C:17]1[CH:18]=[CH:19][CH:20]=[C:15]2[C:16]=1[C:28](=[O:30])[N:34]([CH:35]1[CH2:41][CH2:40][C:39](=[O:42])[NH:38][C:36]1=[O:37])[C:14]2=[O:32])[CH3:27]. (6) Given the reactants FC1C=C2C(C(I)=CN2S(C2C=CC=CC=2)(=O)=O)=CC=1.C1(S([N:30]2[C:38]3[C:33](=[CH:34][CH:35]=[C:36]([F:39])[CH:37]=3)[C:32]([C:40]3[CH:41]=[CH:42][C:43]4[N:47]=[C:46]([CH2:48][CH2:49][NH2:50])[NH:45][C:44]=4[CH:51]=3)=[CH:31]2)(=O)=O)C=CC=CC=1, predict the reaction product. The product is: [F:39][C:36]1[CH:37]=[C:38]2[C:33]([C:32]([C:40]3[CH:41]=[CH:42][C:43]4[N:47]=[C:46]([CH2:48][CH2:49][NH2:50])[NH:45][C:44]=4[CH:51]=3)=[CH:31][NH:30]2)=[CH:34][CH:35]=1.